From a dataset of Full USPTO retrosynthesis dataset with 1.9M reactions from patents (1976-2016). Predict the reactants needed to synthesize the given product. (1) Given the product [ClH:19].[CH3:18][C@@H:5]1[CH2:6][C:7]2[C:12](=[CH:11][C:10]([N+:13]([O-:15])=[O:14])=[C:9]([O:16][CH3:17])[CH:8]=2)[NH:4]1, predict the reactants needed to synthesize it. The reactants are: C([N:4]1[C:12]2[C:7](=[CH:8][C:9]([O:16][CH3:17])=[C:10]([N+:13]([O-:15])=[O:14])[CH:11]=2)[CH2:6][C@H:5]1[CH3:18])(=O)C.[ClH:19].O1CCOCC1. (2) Given the product [N:8]1[CH:29]=[CH:28][C:16]([C:2]2[N:7]=[C:6]([N:8]3[C:12]4[CH:13]=[C:14]([NH2:17])[CH:15]=[CH:16][C:11]=4[N:10]=[CH:9]3)[CH:5]=[N:4][CH:3]=2)=[CH:11][CH:12]=1, predict the reactants needed to synthesize it. The reactants are: Cl[C:2]1[N:7]=[C:6]([N:8]2[C:12]3[CH:13]=[C:14]([NH2:17])[CH:15]=[CH:16][C:11]=3[N:10]=[CH:9]2)[CH:5]=[N:4][CH:3]=1.C(=O)([O-])[O-].[Na+].[Na+].C(O[CH2:28][CH3:29])(=O)C. (3) Given the product [CH3:8][O:7][CH2:6][O:5][CH2:4][CH:2]([CH3:1])[CH2:3][Si:12]([O:16][CH2:17][CH3:18])([O:13][CH2:14][CH3:15])[O:11][CH2:9][CH3:10], predict the reactants needed to synthesize it. The reactants are: [CH3:1][C:2]([CH2:4][O:5][CH2:6][O:7][CH3:8])=[CH2:3].[CH2:9]([O:11][SiH:12]([O:16][CH2:17][CH3:18])[O:13][CH2:14][CH3:15])[CH3:10]. (4) Given the product [CH3:1][O:2][C:3]1[CH:11]=[C:10]([N+:12]([O-:14])=[O:13])[CH:9]=[CH:8][C:4]=1[C:5]([O:7][CH2:15][CH3:16])=[O:6], predict the reactants needed to synthesize it. The reactants are: [CH3:1][O:2][C:3]1[CH:11]=[C:10]([N+:12]([O-:14])=[O:13])[CH:9]=[CH:8][C:4]=1[C:5]([OH:7])=[O:6].[CH2:15](O)[CH3:16]. (5) The reactants are: [C:1]([O:7][CH2:8][O:9][C:10](=[O:49])[CH2:11][CH2:12][C:13]1[CH:18]=[C:17]([C:19](=[O:33])[C:20]2[CH:25]=[CH:24][C:23]([O:26][CH:27]3[CH2:31][CH2:30][CH2:29][CH2:28]3)=[CH:22][C:21]=2[OH:32])[CH:16]=[CH:15][C:14]=1[O:34][CH2:35][C:36]1[CH:48]=[CH:47][C:39]2[C:40]([O:43]COC)=[N:41][O:42][C:38]=2[CH:37]=1)(=[O:6])[C:2]([CH3:5])([CH3:4])[CH3:3].Cl.O.[OH-].[Na+]. Given the product [C:1]([O:7][CH2:8][O:9][C:10](=[O:49])[CH2:11][CH2:12][C:13]1[CH:18]=[C:17]([C:19](=[O:33])[C:20]2[CH:25]=[CH:24][C:23]([O:26][CH:27]3[CH2:28][CH2:29][CH2:30][CH2:31]3)=[CH:22][C:21]=2[OH:32])[CH:16]=[CH:15][C:14]=1[O:34][CH2:35][C:36]1[CH:48]=[CH:47][C:39]2[C:40]([OH:43])=[N:41][O:42][C:38]=2[CH:37]=1)(=[O:6])[C:2]([CH3:4])([CH3:5])[CH3:3], predict the reactants needed to synthesize it. (6) Given the product [Br:1][C:2]1[C:3]([C:20]#[N:21])=[N:4][N:5]([CH3:19])[C:6]=1[CH2:7][NH:8][C:16](=[O:17])[O:24][C:25]([CH3:28])([CH3:27])[CH3:26], predict the reactants needed to synthesize it. The reactants are: [Br:1][C:2]1[C:3]([C:20]#[N:21])=[N:4][N:5]([CH3:19])[C:6]=1[CH2:7][N:8]1[C:16](=[O:17])C2C(=CC=CC=2)C1=O.C(OC([O:24][C:25]([CH3:28])([CH3:27])[CH3:26])=O)([O:24][C:25]([CH3:28])([CH3:27])[CH3:26])=O.